This data is from Blood-brain barrier permeability classification from the B3DB database. The task is: Regression/Classification. Given a drug SMILES string, predict its absorption, distribution, metabolism, or excretion properties. Task type varies by dataset: regression for continuous measurements (e.g., permeability, clearance, half-life) or binary classification for categorical outcomes (e.g., BBB penetration, CYP inhibition). Dataset: b3db_classification. (1) The compound is CCCCCCCCCCCCCCCC(=O)OCCC1CCN(CCCN2c3ccccc3Sc3ccc(S(=O)(=O)N(C)C)cc32)CC1. The result is 1 (penetrates BBB). (2) The compound is Clc1ccccc1C1=NCc2nnc(C3CCCCC3)n2-c2sc(Br)cc21. The result is 1 (penetrates BBB). (3) The compound is CN1CC[C@@]23CCCC[C@@H]2[C@@H]1Cc1ccc(O)cc13. The result is 1 (penetrates BBB). (4) The molecule is Cc1nn(C)c2c1C(c1cccc(Cl)c1)=NCCN2. The result is 1 (penetrates BBB). (5) The molecule is COc1ccc2c3c1OC1C(O)CCC4C(C2)N(C)CCC341. The result is 1 (penetrates BBB).